From a dataset of Full USPTO retrosynthesis dataset with 1.9M reactions from patents (1976-2016). Predict the reactants needed to synthesize the given product. Given the product [C:1]([C@H:5]1[CH2:6][CH2:7][C@H:8]([O:11][C:12]2[CH:21]=[CH:20][CH:19]=[C:18]3[C:13]=2[CH:14]=[CH:15][C:16]([CH2:22][NH:23][CH:24]2[CH2:27][CH:26]([C:28]([OH:30])=[O:29])[C:25]2([CH3:34])[CH3:33])=[CH:17]3)[CH2:9][CH2:10]1)([CH3:4])([CH3:2])[CH3:3], predict the reactants needed to synthesize it. The reactants are: [C:1]([C@H:5]1[CH2:10][CH2:9][C@H:8]([O:11][C:12]2[CH:21]=[CH:20][CH:19]=[C:18]3[C:13]=2[CH:14]=[CH:15][C:16]([CH2:22][NH:23][CH:24]2[CH2:27][CH:26]([C:28]([O:30]CC)=[O:29])[C:25]2([CH3:34])[CH3:33])=[CH:17]3)[CH2:7][CH2:6]1)([CH3:4])([CH3:3])[CH3:2].[OH-].[Na+].